Dataset: Forward reaction prediction with 1.9M reactions from USPTO patents (1976-2016). Task: Predict the product of the given reaction. Given the reactants [CH3:1][C:2]1([CH3:12])[CH2:11][NH:10][C@H:9]2[C@H:4]([CH2:5][CH2:6][CH2:7][CH2:8]2)[NH:3]1.Br[C:14]1[CH:19]=[CH:18][C:17]([F:20])=[C:16]([Cl:21])[CH:15]=1.P(C(C)(C)C)(C(C)(C)C)C(C)(C)C.[H+].[B-](F)(F)(F)F.CC([O-])(C)C.[Na+].[O-]S([O-])(=O)=O.[Mg+2], predict the reaction product. The product is: [ClH:21].[Cl:21][C:16]1[CH:15]=[C:14]([N:10]2[C@H:9]3[C@H:4]([CH2:5][CH2:6][CH2:7][CH2:8]3)[NH:3][C:2]([CH3:12])([CH3:1])[CH2:11]2)[CH:19]=[CH:18][C:17]=1[F:20].